From a dataset of Full USPTO retrosynthesis dataset with 1.9M reactions from patents (1976-2016). Predict the reactants needed to synthesize the given product. (1) Given the product [C:14]1([C:11]2[CH:12]=[CH:13][CH:8]=[CH:9][CH:10]=2)[CH:19]=[CH:18][CH:17]=[CH:16][C:15]=1[CH2:20][N:21]1[CH2:26][CH2:25][NH:24][CH2:23][CH:22]1[CH:28]([CH3:30])[CH3:29], predict the reactants needed to synthesize it. The reactants are: [H-].[Al+3].[Li+].[H-].[H-].[H-].Cl[C:8]1[CH:13]=[CH:12][C:11]([C:14]2[CH:19]=[CH:18][CH:17]=[CH:16][C:15]=2[CH2:20][N:21]2[CH2:26][CH2:25][NH:24][C:23](=O)[CH:22]2[CH:28]([CH3:30])[CH3:29])=[CH:10][CH:9]=1.[OH-].[Na+].[O-]S([O-])(=O)=O.[Na+].[Na+]. (2) Given the product [Br:1][C:2]1[CH:3]=[C:4]([C:10]2[CH:11]=[CH:12][C:13]([C:17]([O:19][C:26]([CH3:36])([CH3:31])[CH3:27])=[O:18])=[N:14][C:15]=2[CH3:16])[CH:5]=[CH:6][C:7]=1[O:8][CH3:9], predict the reactants needed to synthesize it. The reactants are: [Br:1][C:2]1[CH:3]=[C:4]([C:10]2[CH:11]=[CH:12][C:13]([C:17]([OH:19])=[O:18])=[N:14][C:15]=2[CH3:16])[CH:5]=[CH:6][C:7]=1[O:8][CH3:9].N1C=CC=CC=1.[C:26]1([CH3:36])[CH:31]=CC(S(Cl)(=O)=O)=C[CH:27]=1. (3) Given the product [C:1]([O:5][C:6]([N:8]1[CH2:12][CH2:11][C:10]([NH:54][C:57]([O:45][CH2:38][C:39]2[CH:44]=[CH:43][CH:42]=[CH:41][CH:40]=2)=[O:47])([C:16]([F:19])([F:20])[CH:17]=[CH2:18])[CH2:9]1)=[O:7])([CH3:2])([CH3:3])[CH3:4], predict the reactants needed to synthesize it. The reactants are: [C:1]([O:5][C:6]([N:8]1[CH2:12][CH2:11][C:10]([C:16]([F:20])([F:19])[CH:17]=[CH2:18])(C(O)=O)[CH2:9]1)=[O:7])([CH3:4])([CH3:3])[CH3:2].C1(P(N=[N+]=[N-])(C2C=CC=CC=2)=O)C=CC=CC=1.[CH2:38]([OH:45])[C:39]1[CH:44]=[CH:43][CH:42]=[CH:41][CH:40]=1.S(=O)(=O)(O)[O-:47].[K+].C([N:54]([CH2:57]C)CC)C. (4) Given the product [Cl:18][C:15]1[CH:16]=[C:17]2[C:12](=[CH:13][CH:14]=1)[NH:11][C:10](=[O:19])[C:9]2=[CH:8][NH:7][C:25](=[O:26])[C:24]1[CH:28]=[C:29]([C:31]([F:32])([F:33])[F:34])[CH:30]=[C:22]([C:21]([F:20])([F:35])[F:36])[CH:23]=1, predict the reactants needed to synthesize it. The reactants are: N1C=CC=CC=1.[NH2:7][CH:8]=[C:9]1[C:17]2[C:12](=[CH:13][CH:14]=[C:15]([Cl:18])[CH:16]=2)[NH:11][C:10]1=[O:19].[F:20][C:21]([F:36])([F:35])[C:22]1[CH:23]=[C:24]([CH:28]=[C:29]([C:31]([F:34])([F:33])[F:32])[CH:30]=1)[C:25](Cl)=[O:26]. (5) Given the product [CH3:15][O:16][C:17](=[O:47])[CH2:18][O:19][C:20]1[CH:21]=[C:22]2[C:26](=[CH:27][CH:28]=1)[N:25]([CH2:29][CH2:30][C:31]1[S:35][C:34]([C:36]3[CH:41]=[CH:40][C:39]([C:42]([F:45])([F:44])[F:43])=[CH:38][CH:37]=3)=[N:33][C:32]=1[CH3:46])[CH:24]=[CH:23]2, predict the reactants needed to synthesize it. The reactants are: C(C1C(=O)C(Cl)=C(Cl)C(=O)C=1C#N)#N.[CH3:15][O:16][C:17](=[O:47])[CH2:18][O:19][C:20]1[CH:21]=[C:22]2[C:26](=[CH:27][CH:28]=1)[N:25]([CH2:29][CH2:30][C:31]1[S:35][C:34]([C:36]3[CH:41]=[CH:40][C:39]([C:42]([F:45])([F:44])[F:43])=[CH:38][CH:37]=3)=[N:33][C:32]=1[CH3:46])[CH2:24][CH2:23]2. (6) The reactants are: [CH3:1][C:2]1[N:3]=[C:4]2[CH:12]=[CH:11][CH:10]=[C:9]3[N:5]2[C:6]=1[C:7](=[S:13])[NH:8]3.Br[CH2:15][CH2:16][CH2:17][CH2:18][CH2:19][N:20]1[C:24](=[O:25])[C:23]2=[CH:26][CH:27]=[CH:28][CH:29]=[C:22]2[C:21]1=[O:30].C(N(CC)CC)C. Given the product [CH3:1][C:2]1[N:3]=[C:4]2[CH:12]=[CH:11][CH:10]=[C:9]3[N:5]2[C:6]=1[C:7]([S:13][CH2:15][CH2:16][CH2:17][CH2:18][CH2:19][N:20]1[C:21](=[O:30])[C:22]2=[CH:29][CH:28]=[CH:27][CH:26]=[C:23]2[C:24]1=[O:25])=[N:8]3, predict the reactants needed to synthesize it. (7) The reactants are: [CH:1]1[N:5]2[C:6]3[CH:15]=[CH:14][CH:13]=[CH:12][C:7]=3[CH2:8][CH2:9][C@@H:10]([NH2:11])[C:4]2=[N:3][CH:2]=1.[CH2:16]([O:18][C:19]1[CH:33]=[CH:32][C:22]([C:23]([NH:25][C:26]2([C:29](O)=[O:30])[CH2:28][CH2:27]2)=[O:24])=[CH:21][CH:20]=1)[CH3:17].ON1C2C=CC=CC=2N=N1.Cl.CN(C)CCCN=C=NCC.C(N(C(C)C)CC)(C)C. Given the product [CH:1]1[N:5]2[C:6]3[CH:15]=[CH:14][CH:13]=[CH:12][C:7]=3[CH2:8][CH2:9][C@@H:10]([NH:11][C:29]([C:26]3([NH:25][C:23](=[O:24])[C:22]4[CH:32]=[CH:33][C:19]([O:18][CH2:16][CH3:17])=[CH:20][CH:21]=4)[CH2:28][CH2:27]3)=[O:30])[C:4]2=[N:3][CH:2]=1, predict the reactants needed to synthesize it.